From a dataset of Full USPTO retrosynthesis dataset with 1.9M reactions from patents (1976-2016). Predict the reactants needed to synthesize the given product. (1) Given the product [Cl:28][C:6]1[CH:5]=[N:4][CH:3]=[C:2]([Cl:1])[C:7]=1[NH:8][C:9]1[N:13]([CH3:14])[C:12]2[C:15]3[CH2:16][C:17]([CH3:27])([CH3:26])[O:18][C:19]=3[C:20]([C:22]([NH:32][C:31]3[CH:33]=[C:34]([C:37]([F:38])([F:39])[F:40])[CH:35]=[CH:36][C:30]=3[F:29])=[O:24])=[CH:21][C:11]=2[N:10]=1, predict the reactants needed to synthesize it. The reactants are: [Cl:1][C:2]1[CH:3]=[N:4][CH:5]=[C:6]([Cl:28])[C:7]=1[NH:8][C:9]1[N:13]([CH3:14])[C:12]2[C:15]3[CH2:16][C:17]([CH3:27])([CH3:26])[O:18][C:19]=3[C:20]([C:22]([O:24]C)=O)=[CH:21][C:11]=2[N:10]=1.[F:29][C:30]1[CH:36]=[CH:35][C:34]([C:37]([F:40])([F:39])[F:38])=[CH:33][C:31]=1[NH2:32].C[Al](C)C. (2) Given the product [C:1]([N:5]1[CH2:10][C:9]([C:28]2[CH:27]=[CH:26][C:25]([F:24])=[CH:30][C:29]=2[F:31])=[C:8]([C:19]([O:21][CH2:22][CH3:23])=[O:20])[CH2:7][CH2:6]1)([CH3:2])([CH3:3])[CH3:4], predict the reactants needed to synthesize it. The reactants are: [C:1]([N:5]1[CH2:10][C:9](OS(C(F)(F)F)(=O)=O)=[C:8]([C:19]([O:21][CH2:22][CH3:23])=[O:20])[CH2:7][CH2:6]1)([CH3:4])([CH3:3])[CH3:2].[F:24][C:25]1[CH:30]=[C:29]([F:31])[CH:28]=[CH:27][C:26]=1B(O)O.C1(C)C=CC=CC=1.C(=O)([O-])[O-].[Na+].[Na+]. (3) The reactants are: Cl[C:2]1[C:3]2[S:10][CH:9]=[CH:8][C:4]=2[N:5]=[CH:6][N:7]=1.[NH2:11][C:12]1[CH:24]=[CH:23][C:15]([CH:16]=[CH:17][C:18]([O:20][CH2:21][CH3:22])=[O:19])=[CH:14][CH:13]=1. Given the product [CH2:21]([O:20][C:18](=[O:19])[CH:17]=[CH:16][C:15]1[CH:14]=[CH:13][C:12]([NH:11][C:2]2[C:3]3[S:10][CH:9]=[CH:8][C:4]=3[N:5]=[CH:6][N:7]=2)=[CH:24][CH:23]=1)[CH3:22], predict the reactants needed to synthesize it. (4) Given the product [OH:1][C:2]([CH3:30])([CH3:29])[CH2:3][CH2:4][C:5]1[C:26]([O:27][CH3:28])=[CH:25][C:8]2[C:9]([CH3:23])([CH3:24])[C:10]3[NH:11][C:12]4[C:17]([C:18]=3[C:19](=[O:20])[C:7]=2[CH:6]=1)=[CH:16][CH:15]=[C:14]([C:21]#[N:22])[CH:13]=4, predict the reactants needed to synthesize it. The reactants are: [OH:1][C:2]([CH3:30])([CH3:29])[C:3]#[C:4][C:5]1[C:26]([O:27][CH3:28])=[CH:25][C:8]2[C:9]([CH3:24])([CH3:23])[C:10]3[NH:11][C:12]4[C:17]([C:18]=3[C:19](=[O:20])[C:7]=2[CH:6]=1)=[CH:16][CH:15]=[C:14]([C:21]#[N:22])[CH:13]=4. (5) Given the product [C:1]([O:5][C:6](=[O:18])[CH2:7][N:8]1[C:16]2[C:11](=[CH:12][CH:13]=[C:14]([O:17][CH2:36][C:32]3[S:31][C:30]([C:22]4[CH:23]=[CH:24][C:25]([C:26]([F:29])([F:27])[F:28])=[C:20]([F:19])[CH:21]=4)=[N:34][C:33]=3[CH3:35])[CH:15]=2)[CH:10]=[CH:9]1)([CH3:4])([CH3:2])[CH3:3], predict the reactants needed to synthesize it. The reactants are: [C:1]([O:5][C:6](=[O:18])[CH2:7][N:8]1[C:16]2[C:11](=[CH:12][CH:13]=[C:14]([OH:17])[CH:15]=2)[CH:10]=[CH:9]1)([CH3:4])([CH3:3])[CH3:2].[F:19][C:20]1[CH:21]=[C:22]([C:30]2[S:31][C:32]([CH2:36]O)=[C:33]([CH3:35])[N:34]=2)[CH:23]=[CH:24][C:25]=1[C:26]([F:29])([F:28])[F:27].C(P(CCCC)CCCC)CCC.CN(C)C(N=NC(N(C)C)=O)=O. (6) Given the product [Cl:11][C:12]1[CH:17]=[CH:16][C:15]([Sn:2]([CH3:4])([CH3:3])[CH3:1])=[CH:14][CH:13]=1, predict the reactants needed to synthesize it. The reactants are: [CH3:1][Sn:2](Cl)([CH3:4])[CH3:3].C1COCC1.[Cl:11][C:12]1[CH:17]=[CH:16][C:15]([Mg]Br)=[CH:14][CH:13]=1.CCOCC. (7) Given the product [C:5]([C:4]1[CH:3]=[C:2]([O:10][C:11]2[CH:12]=[CH:13][C:14]([CH2:17][NH:18][C:19](=[O:27])[C:20]3[CH:25]=[CH:24][CH:23]=[N:22][C:21]=3[NH2:26])=[CH:15][CH:16]=2)[CH:9]=[CH:8][CH:7]=1)#[N:6], predict the reactants needed to synthesize it. The reactants are: F[C:2]1[CH:3]=[C:4]([CH:7]=[CH:8][CH:9]=1)[C:5]#[N:6].[OH:10][C:11]1[CH:16]=[CH:15][C:14]([CH2:17][NH:18][C:19](=[O:27])[C:20]2[CH:25]=[CH:24][CH:23]=[N:22][C:21]=2[NH2:26])=[CH:13][CH:12]=1.C(=O)([O-])[O-].[Cs+].[Cs+].Cl.